Predict the product of the given reaction. From a dataset of Forward reaction prediction with 1.9M reactions from USPTO patents (1976-2016). (1) Given the reactants [S:1]1[CH:5]=[CH:4][CH:3]=[C:2]1[S:6]([N:9]1[CH2:14][CH2:13][N:12]([C:15]2[CH:20]=[CH:19][C:18]([C:21]([OH:27])([CH3:26])[C:22]([F:25])([F:24])[F:23])=[CH:17][CH:16]=2)[C@@H:11]([CH2:28][N:29]2[CH2:34][CH2:33][O:32][CH2:31][CH:30]2[CH2:35][C:36]([O-:38])=[O:37])[CH2:10]1)(=[O:8])=[O:7].[OH-].[Na+], predict the reaction product. The product is: [S:1]1[CH:5]=[CH:4][CH:3]=[C:2]1[S:6]([N:9]1[CH2:14][CH2:13][N:12]([C:15]2[CH:20]=[CH:19][C:18]([C:21]([OH:27])([CH3:26])[C:22]([F:24])([F:25])[F:23])=[CH:17][CH:16]=2)[C@@H:11]([CH2:28][N:29]2[CH2:34][CH2:33][O:32][CH2:31][CH:30]2[CH2:35][C:36]([OH:38])=[O:37])[CH2:10]1)(=[O:8])=[O:7]. (2) The product is: [Cl:14][C:15]1[CH:41]=[CH:40][CH:39]=[C:38]([F:42])[C:16]=1[CH2:17][N:18]1[C:23]2[CH:24]=[CH:25][CH:26]=[CH:27][C:22]=2[S:21](=[O:29])(=[O:28])[N:20]([CH2:2][C:3]2([CH3:7])[CH2:6][O:5][CH2:4]2)[C:19]1=[O:37]. Given the reactants Br[CH2:2][C:3]1([CH3:7])[CH2:6][O:5][CH2:4]1.C([O-])([O-])=O.[Cs+].[Cs+].[Cl:14][C:15]1[CH:41]=[CH:40][CH:39]=[C:38]([F:42])[C:16]=1[CH2:17][N:18]1[C:23]2[CH:24]=[CH:25][CH:26]=[CH:27][C:22]=2[S:21](=[O:29])(=[O:28])[N:20](CC2C=CC=CN=2)[C:19]1=[O:37], predict the reaction product. (3) Given the reactants [C:1]([O:5][C:6](=[O:21])[NH:7][CH:8]1[CH2:12][C:11](=[O:13])[N:10]([C:14]2[CH:19]=[CH:18][C:17]([OH:20])=[CH:16][CH:15]=2)[CH2:9]1)([CH3:4])([CH3:3])[CH3:2].[F:22][C:23]1[CH:24]=[C:25]([CH:28]=[CH:29][CH:30]=1)[CH2:26]Br.C(=O)([O-])[O-].[K+].[K+], predict the reaction product. The product is: [C:1]([O:5][C:6](=[O:21])[NH:7][CH:8]1[CH2:12][C:11](=[O:13])[N:10]([C:14]2[CH:15]=[CH:16][C:17]([O:20][CH2:26][C:25]3[CH:28]=[CH:29][CH:30]=[C:23]([F:22])[CH:24]=3)=[CH:18][CH:19]=2)[CH2:9]1)([CH3:4])([CH3:2])[CH3:3]. (4) Given the reactants [Cl:1][C:2]1[CH:7]=[CH:6][C:5]([C:8]2[N:13]=[C:12]([C:14]([O:16][CH3:17])=[O:15])[CH:11]=[C:10]([NH:18][C:19]3[CH:24]=[CH:23][C:22]([O:25]C)=[CH:21][CH:20]=3)[C:9]=2[F:27])=[CH:4][CH:3]=1.ClN1C(C)(C)C(=O)N(Cl)C1=O, predict the reaction product. The product is: [Cl:1][C:2]1[CH:3]=[CH:4][C:5]([C:8]2[N:13]=[C:12]([C:14]([O:16][CH3:17])=[O:15])[CH:11]=[C:10]([N:18]=[C:19]3[CH:24]=[CH:23][C:22](=[O:25])[CH:21]=[CH:20]3)[C:9]=2[F:27])=[CH:6][CH:7]=1. (5) Given the reactants [Cl:1][C:2]1[CH:3]=[C:4]2[C:9](=[CH:10][C:11]=1[O:12][C:13]1[CH:21]=[CH:20][C:16]([C:17]([OH:19])=O)=[CH:15][CH:14]=1)[O:8][CH2:7][CH2:6][CH:5]2[C:22]([O:24][CH2:25][CH3:26])=[O:23].F[P-](F)(F)(F)(F)F.N1(OC(N(C)C)=[N+](C)C)C2N=CC=CC=2N=N1.[CH2:51]([NH2:59])[CH2:52][C:53]1[CH:58]=[CH:57][CH:56]=[CH:55][CH:54]=1.C(N(CC)C(C)C)(C)C, predict the reaction product. The product is: [Cl:1][C:2]1[CH:3]=[C:4]2[C:9](=[CH:10][C:11]=1[O:12][C:13]1[CH:14]=[CH:15][C:16]([C:17](=[O:19])[NH:59][CH2:51][CH2:52][C:53]3[CH:58]=[CH:57][CH:56]=[CH:55][CH:54]=3)=[CH:20][CH:21]=1)[O:8][CH2:7][CH2:6][CH:5]2[C:22]([O:24][CH2:25][CH3:26])=[O:23].